Dataset: Full USPTO retrosynthesis dataset with 1.9M reactions from patents (1976-2016). Task: Predict the reactants needed to synthesize the given product. (1) Given the product [CH3:54][N:53]([CH3:55])[C@@H:50]1[CH2:51][CH2:52][N:48]([C:45]2[CH:46]=[CH:47][C:42]([N:41]3[CH2:24][CH2:25][C:26]4[CH:30]=[C:29]([C:31]5[CH:36]=[CH:35][C:34]([CH3:37])=[CH:33][CH:32]=5)[S:28][C:27]=4[C:38]3=[O:39])=[CH:43][CH:44]=2)[CH2:49]1, predict the reactants needed to synthesize it. The reactants are: CC1C=C(C2C=CC(C)=CC=2)SC=1C(O)=O.C=O.S(Cl)(Cl)=O.Cl[CH2:24][CH2:25][C:26]1[CH:30]=[C:29]([C:31]2[CH:36]=[CH:35][C:34]([CH3:37])=[CH:33][CH:32]=2)[S:28][C:27]=1[C:38](Cl)=[O:39].[NH2:41][C:42]1[CH:47]=[CH:46][C:45]([N:48]2[CH2:52][CH2:51][C@@H:50]([N:53]([CH3:55])[CH3:54])[CH2:49]2)=[CH:44][CH:43]=1. (2) Given the product [Cl:1][C:2]1[CH:3]=[C:4]([O:9][C:10]2[C:18]([F:19])=[CH:17][C:13]([C:14]([NH:26][S:23]([N:22]([CH3:27])[CH3:21])(=[O:25])=[O:24])=[O:15])=[C:12]([F:20])[CH:11]=2)[CH:5]=[N:6][C:7]=1[F:8], predict the reactants needed to synthesize it. The reactants are: [Cl:1][C:2]1[CH:3]=[C:4]([O:9][C:10]2[C:18]([F:19])=[CH:17][C:13]([C:14](O)=[O:15])=[C:12]([F:20])[CH:11]=2)[CH:5]=[N:6][C:7]=1[F:8].[CH3:21][N:22]([CH3:27])[S:23]([NH2:26])(=[O:25])=[O:24].CCN=C=NCCCN(C)C.Cl. (3) Given the product [C:15]([OH:54])([C:18]([F:21])([F:20])[F:19])=[O:40].[Cl:1][C:2]1[CH:3]=[C:4]2[C:8](=[CH:9][CH:10]=1)[N:7]([CH2:11][C:12]1[CH:17]=[CH:16][C:15]([C:18]([F:21])([F:20])[F:19])=[CH:14][CH:13]=1)[C:6]([C:22]([CH:24]([CH2:36][CH2:37][CH3:38])[CH2:25][C:26]1[CH:27]=[CH:28][C:29]([C:30]([NH:55][C:56]3[NH:60][N:59]=[N:58][N:57]=3)=[O:32])=[CH:34][CH:35]=1)=[O:23])=[CH:5]2, predict the reactants needed to synthesize it. The reactants are: [Cl:1][C:2]1[CH:3]=[C:4]2[C:8](=[CH:9][CH:10]=1)[N:7]([CH2:11][C:12]1[CH:17]=[CH:16][C:15]([C:18]([F:21])([F:20])[F:19])=[CH:14][CH:13]=1)[C:6]([C:22]([CH:24]([CH2:36][CH2:37][CH3:38])[CH2:25][C:26]1[CH:35]=[CH:34][C:29]([C:30]([O:32]C)=O)=[CH:28][CH:27]=1)=[O:23])=[CH:5]2.[Li+].[OH-:40].C(Cl)CCl.C1C=CC2N([OH:54])N=NC=2C=1.[NH2:55][C:56]1[NH:60][N:59]=[N:58][N:57]=1.CCN(C(C)C)C(C)C. (4) Given the product [Cl:1][C:2]([Cl:6])([Cl:5])[CH:3]([C:15]1[CH:16]=[CH:17][C:12]([Cl:11])=[CH:13][CH:14]=1)[OH:4], predict the reactants needed to synthesize it. The reactants are: [Cl:1][C:2]([Cl:6])([Cl:5])[CH:3]=[O:4].[Cl-].[Al+3].[Cl-].[Cl-].[Cl:11][C:12]1[CH:17]=[CH:16][CH:15]=[CH:14][CH:13]=1. (5) Given the product [CH2:43]([N:42]([CH2:46][CH2:47][CH3:48])[C:40]([CH2:39][O:33][C:32](=[O:34])[CH2:31][O:30][C:29]1[CH:28]=[CH:27][C:26]([CH2:25][CH2:24][C:23]([N:20]2[CH2:21][CH2:22][C:15]3([NH:14]/[C:13](=[N:12]/[C:10]([C:3]4[C:2]([NH2:1])=[N:7][C:6]([NH2:8])=[C:5]([Cl:9])[N:4]=4)=[O:11])/[NH:17][CH2:16]3)[CH2:18][CH2:19]2)=[O:37])=[CH:36][CH:35]=1)=[O:41])[CH2:44][CH3:45], predict the reactants needed to synthesize it. The reactants are: [NH2:1][C:2]1[C:3]([C:10](/[N:12]=[C:13]2/[NH:14][C:15]3([CH2:22][CH2:21][N:20]([C:23](=[O:37])[CH2:24][CH2:25][C:26]4[CH:36]=[CH:35][C:29]([O:30][CH2:31][C:32]([OH:34])=[O:33])=[CH:28][CH:27]=4)[CH2:19][CH2:18]3)[CH2:16][NH:17]/2)=[O:11])=[N:4][C:5]([Cl:9])=[C:6]([NH2:8])[N:7]=1.Cl[CH2:39][C:40]([N:42]([CH2:46][CH2:47][CH3:48])[CH2:43][CH2:44][CH3:45])=[O:41].C(=O)([O-])O.[Na+]. (6) Given the product [CH3:22][CH:23]1[CH2:28][CH2:27][CH2:26][CH:25]([CH3:29])[N:24]1[CH2:2][C:3]1[CH:8]=[C:7]([C:9]([O:11][CH3:12])=[O:10])[CH:6]=[CH:5][C:4]=1[C:13]1[CH:18]=[C:17]([O:19][CH3:20])[CH:16]=[CH:15][C:14]=1[F:21], predict the reactants needed to synthesize it. The reactants are: Cl[CH2:2][C:3]1[CH:8]=[C:7]([C:9]([O:11][CH3:12])=[O:10])[CH:6]=[CH:5][C:4]=1[C:13]1[CH:18]=[C:17]([O:19][CH3:20])[CH:16]=[CH:15][C:14]=1[F:21].[CH3:22][CH:23]1[CH2:28][CH2:27][CH2:26][CH:25]([CH3:29])[NH:24]1.C(=O)([O-])[O-].[Cs+].[Cs+]. (7) Given the product [N:16]1([C:26]2[C:27]([O:6][S:3]([C:2]([F:15])([F:14])[F:1])(=[O:5])=[O:4])=[N:28][C:29]3[C:34]([N:35]=2)=[CH:33][C:32]([C:36]([O:38][CH3:39])=[O:37])=[CH:31][CH:30]=3)[C:25]2[C:20](=[CH:21][CH:22]=[CH:23][CH:24]=2)[CH2:19][CH2:18][CH2:17]1, predict the reactants needed to synthesize it. The reactants are: [F:1][C:2]([F:15])([F:14])[S:3]([O:6]S(C(F)(F)F)(=O)=O)(=[O:5])=[O:4].[N:16]1([C:26]2[C:27](=O)[NH:28][C:29]3[C:34]([N:35]=2)=[CH:33][C:32]([C:36]([O:38][CH3:39])=[O:37])=[CH:31][CH:30]=3)[C:25]2[C:20](=[CH:21][CH:22]=[CH:23][CH:24]=2)[CH2:19][CH2:18][CH2:17]1.N1C=CC=CC=1.